The task is: Regression/Classification. Given a drug SMILES string, predict its absorption, distribution, metabolism, or excretion properties. Task type varies by dataset: regression for continuous measurements (e.g., permeability, clearance, half-life) or binary classification for categorical outcomes (e.g., BBB penetration, CYP inhibition). Dataset: cyp3a4_veith.. This data is from CYP3A4 inhibition data for predicting drug metabolism from PubChem BioAssay. (1) The compound is O=C(c1cnc(N2CCN(c3ncccn3)CC2)c2ccccc12)N1CCN(c2ccccn2)CC1. The result is 0 (non-inhibitor). (2) The molecule is C[N+]12CCC(CC1)[C@@H](OC(=O)C(O)(c1ccccc1)c1ccccc1)C2. The result is 0 (non-inhibitor).